From a dataset of Experimentally validated miRNA-target interactions with 360,000+ pairs, plus equal number of negative samples. Binary Classification. Given a miRNA mature sequence and a target amino acid sequence, predict their likelihood of interaction. (1) The miRNA is ath-miR774a with sequence UUGGUUACCCAUAUGGCCAUC. The protein sequence of the target gene is MSTASSSSSSSSSQTPHPPSQRMRRSAAGSPPAVAAAGSGNGAGGGGGVGCAPAAGAGRLLQPIRATVPYQLLRGSQHSPTRPPVAAAAASLGSLPGPGAARGPSPSSPTPPAAAAPAEQAPRAKGRPRRSPESHRRSSSPERRSPGSPVCRADKAKSQQVRTSSTIRRTSSLDTITGPYLTGQWPRDPHVHYPSCMKDKATQTPSCWAEEGAEKRSHQRSASWGSADQLKEQIAKLRQQLQRSKQSSRHSKEKDRQSPLHGNHITISHTQATGSRSVPMPLSNISVPKSSVSRVPCNVE.... Result: 0 (no interaction). (2) Result: 0 (no interaction). The protein sequence of the target gene is MFRKARRVNVRKRNDSEEEERERDEEQEPPPLLPPPASGEEPGPGGGDRAPAGESLLGPGPLPPPPSAHHPGLGAEAGGGISGGAEPGNGLKPRKRPRENKEVPRASLLSFQDEEEENEEVFKVKKSSYSKKIVKLLKKEYKEDLEKSKIKTELNTAADSDQPLDKTCHAKDTNPEDGVVISEHGEDEMDMESEKEEEKPKAGGAFSNALSSLNVLRPGEIPDAAFIHAARKKRQLARELGDFTPHDSEPGKGRLVREDENDASDDEDDDEKRRIVFSVKEKSQRQKIAEEIGIEGSDDD.... The miRNA is dre-miR-144-3p with sequence UACAGUAUAGAUGAUGUACU. (3) The miRNA is hsa-miR-766-3p with sequence ACUCCAGCCCCACAGCCUCAGC. The protein sequence of the target gene is MSAPSEEEEYARLVMEAQPEWLRAEVKRLSHELAETTREKIQAAEYGLAVLEEKHQLKLQFEELEVDYEAIRSEMEQLKEAFGQAHTNHKKVAADGESREESLIQESASKEQYYVRKVLELQTELKQLRNVLTNTQSENERLASVAQELKEINQNVEIQRGRLRDDIKEYKFREARLLQDYSELEEENISLQKQVSVLRQNQVEFEGLKHEIKRLEEETEYLNSQLEDAIRLKEISERQLEEALETLKTEREQKNSLRKELSHYMSINDSFYTSHLHVSLDGLKFSDDAAEPNNDAEALV.... Result: 1 (interaction). (4) The miRNA is hsa-miR-6715a-3p with sequence CCAAACCAGUCGUGCCUGUGG. The protein sequence of the target gene is MKQDASRNAAYTVDCEDYVHVVEFNPFENGDSGNLIAYGGNNYVVIGTCTFQEEEADVEGIQYKTLRTFHHGVRVDGIAWSPETRLDSLPPVIKFCTSAADMKIRLFTSDLQDKNEYKVLEGHTDFINGLVFDPKEGQEIASVSDDHTCRIWNLEGVQTAHFVLHSPGMSVCWHPEETFKLMVAEKNGTIRFYDLLAQQAILSLESEQVPLMSAHWCLKNTFKVGAVAGNDWLIWDITRSSYPQNKRPVHMDRACLFRWSTISENLFATTGYPGKMASQFQIHHLGHPQPILMGSVAVGS.... Result: 0 (no interaction).